Dataset: Forward reaction prediction with 1.9M reactions from USPTO patents (1976-2016). Task: Predict the product of the given reaction. (1) Given the reactants [CH2:1]([O:3][CH2:4][C:5]([OH:7])=O)[CH3:2].C1N=CN(C(N2C=NC=C2)=O)C=1.Cl.[CH3:21][N:22]1[C:26]2[CH:27]=[CH:28][CH:29]=[CH:30][C:25]=2[N:24]=[C:23]1[C:31]1[CH:32]=[C:33]([N:37]2[CH2:42][CH2:41][CH:40]([NH2:43])[CH2:39][CH2:38]2)[CH:34]=[CH:35][CH:36]=1.CCN(C(C)C)C(C)C, predict the reaction product. The product is: [CH2:1]([O:3][CH2:4][C:5]([NH:43][CH:40]1[CH2:41][CH2:42][N:37]([C:33]2[CH:34]=[CH:35][CH:36]=[C:31]([C:23]3[N:22]([CH3:21])[C:26]4[CH:27]=[CH:28][CH:29]=[CH:30][C:25]=4[N:24]=3)[CH:32]=2)[CH2:38][CH2:39]1)=[O:7])[CH3:2]. (2) Given the reactants Br[C:2]1[CH:3]=[CH:4][C:5]([N:10]2[CH:14]=[C:13]([CH3:15])[N:12]=[CH:11]2)=[C:6]([CH:9]=1)[C:7]#[N:8].[CH3:16][N:17]1[C:21]([CH3:22])=[CH:20][C:19]([NH2:23])=[N:18]1, predict the reaction product. The product is: [CH3:16][N:17]1[C:21]([CH3:22])=[CH:20][C:19]([NH:23][C:2]2[CH:3]=[CH:4][C:5]([N:10]3[CH:14]=[C:13]([CH3:15])[N:12]=[CH:11]3)=[C:6]([CH:9]=2)[C:7]#[N:8])=[N:18]1. (3) Given the reactants [F:1][C:2]1[CH:7]=[C:6]([O:8][CH2:9][C:10]2[CH:15]=[CH:14][C:13]([CH:16](O)[CH2:17][CH2:18][CH3:19])=[CH:12][CH:11]=2)[CH:5]=[CH:4][C:3]=1[CH2:21][CH2:22][C:23]([O:25][CH2:26][CH3:27])=[O:24].[SH:28][C:29]1[S:30][CH:31]=[C:32]([C:34]2[CH:39]=[CH:38][CH:37]=[CH:36][CH:35]=2)[N:33]=1.C1(P(C2C=CC=CC=2)C2C=CC=CC=2)C=CC=CC=1.N(C(OCC)=O)=NC(OCC)=O, predict the reaction product. The product is: [F:1][C:2]1[CH:7]=[C:6]([O:8][CH2:9][C:10]2[CH:15]=[CH:14][C:13]([CH:16]([S:28][C:29]3[S:30][CH:31]=[C:32]([C:34]4[CH:39]=[CH:38][CH:37]=[CH:36][CH:35]=4)[N:33]=3)[CH2:17][CH2:18][CH3:19])=[CH:12][CH:11]=2)[CH:5]=[CH:4][C:3]=1[CH2:21][CH2:22][C:23]([O:25][CH2:26][CH3:27])=[O:24]. (4) Given the reactants [OH:1][CH2:2][C@@H:3]1[C@@H:7]([OH:8])[C@H:6]([OH:9])[CH2:5][NH:4]1.N(CC=CC1C=CC=CC=1)=[N+:11]=[N-:12].N(CC=[O:27])=[N+]=[N-].P(O)(O)(O)=O.OC(O)C(=O)C, predict the reaction product. The product is: [N:4]([CH2:5][C@@H:6]([OH:9])[C@H:7]([OH:8])[C:3](=[O:27])[CH2:2][OH:1])=[N+:11]=[N-:12]. (5) Given the reactants [F:1][C:2]([F:15])([F:14])[S:3]([O:6]S(C(F)(F)F)(=O)=O)(=[O:5])=[O:4].O[C:17]1[CH:18]=[N:19][C:20]2[C:25]([CH:26]=1)=[CH:24][CH:23]=[CH:22][C:21]=2[C:27]([O:29][CH3:30])=[O:28].C([O-])(O)=O.[Na+], predict the reaction product. The product is: [F:1][C:2]([F:15])([F:14])[S:3]([O:6][C:17]1[CH:18]=[N:19][C:20]2[C:25]([CH:26]=1)=[CH:24][CH:23]=[CH:22][C:21]=2[C:27]([O:29][CH3:30])=[O:28])(=[O:5])=[O:4]. (6) Given the reactants [Cl:1][C:2]1[C:10]2[C:5](=[C:6]([Cl:24])[CH:7]=[C:8]([CH2:13][C@@H:14]([CH2:19][C:20]([O:22][CH3:23])=[O:21])[C:15]([O:17]C)=O)[C:9]=2[CH2:11]O)[NH:4][N:3]=1.S(Cl)(Cl)=O.[F:29][C:30]([F:34])([F:33])[CH2:31][NH2:32].C(=O)([O-])[O-].[K+].[K+].C(O)(=O)C, predict the reaction product. The product is: [Cl:1][C:2]1[C:10]2[C:9]3[CH2:11][N:32]([CH2:31][C:30]([F:34])([F:33])[F:29])[C:15](=[O:17])[C@H:14]([CH2:19][C:20]([O:22][CH3:23])=[O:21])[CH2:13][C:8]=3[CH:7]=[C:6]([Cl:24])[C:5]=2[NH:4][N:3]=1.